This data is from CYP2D6 inhibition data for predicting drug metabolism from PubChem BioAssay. The task is: Regression/Classification. Given a drug SMILES string, predict its absorption, distribution, metabolism, or excretion properties. Task type varies by dataset: regression for continuous measurements (e.g., permeability, clearance, half-life) or binary classification for categorical outcomes (e.g., BBB penetration, CYP inhibition). Dataset: cyp2d6_veith. (1) The compound is Cc1cc(-c2cc(-c3ccc(Cl)cc3)nc(N)c2C#N)co1. The result is 0 (non-inhibitor). (2) The compound is COc1ccc2c(c1)CCc1sc(NC(=O)c3ccc(C)cc3)nc1-2. The result is 0 (non-inhibitor). (3) The drug is N#CCSc1nc2scc(-c3cccs3)c2c(=O)n1CCc1ccccc1. The result is 0 (non-inhibitor). (4) The molecule is CC[C@@H]1CN2CCc3cc(OC)c(OC)cc3[C@H]2C[C@@H]1C[C@@H]1NCCc2cc(OC)c(OC)cc21. The result is 0 (non-inhibitor).